Task: Predict the reaction yield, written as a fraction of the theoretical maximum amount of product (1.0 means a 100% yield; for example, 0.34 means a 34% yield).. Dataset: Reaction yield outcomes from USPTO patents with 853,638 reactions (1) The reactants are C([N:3](CC)CC)C.ClC(OCC)=O.[C:14]([N:21]1[CH2:26][CH2:25][CH2:24][C@H:23]([C:27]([OH:29])=O)[CH2:22]1)([O:16][C:17]([CH3:20])([CH3:19])[CH3:18])=[O:15]. The catalyst is C(Cl)(Cl)Cl. The product is [C:17]([O:16][C:14]([N:21]1[CH2:26][CH2:25][CH2:24][C@H:23]([C:27](=[O:29])[NH2:3])[CH2:22]1)=[O:15])([CH3:20])([CH3:19])[CH3:18]. The yield is 1.00. (2) The reactants are [C:1]([NH:5][C:6]1[CH:11]=[CH:10][C:9]([N+:12]([O-:14])=[O:13])=[CH:8][C:7]=1[C:15]#[C:16][Si](C)(C)C)([CH3:4])([CH3:3])[CH3:2].CCOC(C)=O. The catalyst is CN(C=O)C.[Cu]I. The product is [C:1]([N:5]1[C:6]2[C:7](=[CH:8][C:9]([N+:12]([O-:14])=[O:13])=[CH:10][CH:11]=2)[CH:15]=[CH:16]1)([CH3:4])([CH3:3])[CH3:2]. The yield is 0.930. (3) The reactants are [Cl:1][C:2]1[CH:7]=[C:6]([Cl:8])[C:5]([F:9])=[CH:4][C:3]=1[CH:10]([C:12]1[CH:17]=[CH:16][CH:15]=[CH:14][CH:13]=1)[NH2:11].[OH:18][C:19]1[CH:24]=[CH:23][C:22]([CH2:25][C:26](O)=[O:27])=[CH:21][CH:20]=1. No catalyst specified. The product is [Cl:1][C:2]1[CH:7]=[C:6]([Cl:8])[C:5]([F:9])=[CH:4][C:3]=1[CH:10]([C:12]1[CH:13]=[CH:14][CH:15]=[CH:16][CH:17]=1)[NH:11][C:26](=[O:27])[CH2:25][C:22]1[CH:23]=[CH:24][C:19]([OH:18])=[CH:20][CH:21]=1. The yield is 0.570. (4) The reactants are [CH:1]1[NH:2][CH:3]=[C:4]2[C:9]=1[CH:8]=[CH:7][CH:6]=[CH:5]2.CCN(CC)CC.[CH3:17][C:18]([O:21][C:22](O[C:22]([O:21][C:18]([CH3:20])([CH3:19])[CH3:17])=[O:23])=[O:23])([CH3:20])[CH3:19]. The catalyst is C(Cl)Cl. The product is [CH2:1]1[CH:9]2[CH:4]([CH2:5][CH:6]=[CH:7][CH2:8]2)[CH2:3][N:2]1[C:22]([O:21][C:18]([CH3:20])([CH3:19])[CH3:17])=[O:23]. The yield is 0.773. (5) The reactants are Br[CH:2]1[CH2:8][CH2:7][CH2:6][C:5]2[CH:9]=[C:10]([N:13]3[CH2:17][C@H:16]([CH2:18][NH:19][C:20](=[O:22])[CH3:21])[O:15][C:14]3=[O:23])[CH:11]=[CH:12][C:4]=2[C:3]1=O.[N:25]1[CH:30]=[CH:29][CH:28]=[CH:27][C:26]=1[CH2:31][CH2:32][NH:33][C:34](=S)[NH:35][NH2:36]. No catalyst specified. The product is [O:23]=[C:14]1[N:13]([C:10]2[CH:11]=[CH:12][C:4]3[C:3]4[NH:36][N:35]=[C:34]([NH:33][CH2:32][CH2:31][C:26]5[CH:27]=[CH:28][CH:29]=[CH:30][N:25]=5)[C:2]=4[CH2:8][CH2:7][CH2:6][C:5]=3[CH:9]=2)[CH2:17][C@H:16]([CH2:18][NH:19][C:20](=[O:22])[CH3:21])[O:15]1. The yield is 0.310. (6) The reactants are [CH3:1][O:2][C:3](=[O:14])[CH:4]=[CH:5][C:6]1[CH:11]=[CH:10][N:9]=[C:8]([O:12][CH3:13])[CH:7]=1.C(Cl)Cl. The catalyst is [Pd].CCO. The product is [CH3:1][O:2][C:3](=[O:14])[CH2:4][CH2:5][C:6]1[CH:11]=[CH:10][N:9]=[C:8]([O:12][CH3:13])[CH:7]=1. The yield is 0.882. (7) The reactants are FC(F)(F)C(O)=O.[CH3:8][S:9]([C:12]1[CH:17]=[CH:16][C:15]([C:18]2[CH:23]=[CH:22][C:21]([O:24][CH2:25][CH:26]3[CH2:31][CH2:30][NH:29][CH2:28][CH2:27]3)=[CH:20][CH:19]=2)=[CH:14][CH:13]=1)(=[O:11])=[O:10].[F:32][C:33]([F:43])([F:42])[C:34]1([C:39](O)=[O:40])[CH2:38][CH2:37][CH2:36][CH2:35]1.C(Cl)CCl.C1C=CC2N(O)N=NC=2C=1.CCN(C(C)C)C(C)C. The catalyst is CN(C=O)C.O. The product is [CH3:8][S:9]([C:12]1[CH:13]=[CH:14][C:15]([C:18]2[CH:23]=[CH:22][C:21]([O:24][CH2:25][CH:26]3[CH2:31][CH2:30][N:29]([C:39]([C:34]4([C:33]([F:32])([F:42])[F:43])[CH2:38][CH2:37][CH2:36][CH2:35]4)=[O:40])[CH2:28][CH2:27]3)=[CH:20][CH:19]=2)=[CH:16][CH:17]=1)(=[O:11])=[O:10]. The yield is 0.450. (8) The reactants are [O:1]1[CH2:5][CH2:4][O:3][CH:2]1[CH2:6][Mg]Br.[Br-].[Li+].[CH3:11][C:12]1([CH3:19])[O:16][C@H:15]([CH:17]=[O:18])[CH2:14][O:13]1.[Cl-].[NH4+]. The catalyst is O1CCCC1.CCOC(C)=O.CCCCCC. The product is [CH3:11][C:12]1([CH3:19])[O:16][CH:15]([CH:17]([OH:18])[CH2:6][CH:2]2[O:3][CH2:4][CH2:5][O:1]2)[CH2:14][O:13]1. The yield is 1.00. (9) The reactants are [CH3:1][O:2][C:3](=[O:13])[C:4]1[CH:9]=[CH:8][C:7]([NH2:10])=[C:6]([CH3:11])[C:5]=1[Cl:12].C(O[N:20]=O)CC(C)C. The catalyst is C(O)(=O)C. The product is [CH3:1][O:2][C:3]([C:4]1[C:5]([Cl:12])=[C:6]2[C:7](=[CH:8][CH:9]=1)[NH:10][N:20]=[CH:11]2)=[O:13]. The yield is 0.400. (10) The reactants are [C:1](OC=C)(=O)[CH3:2].CCCC[Sn](Cl)(O[Sn](Cl)(CCCC)CCCC)CCCC.[C:28]([O:31][CH2:32][C:33]1[CH:34]=[CH:35][C:36]([CH2:40][C:41]2[CH:46]=[CH:45][C:44]([O:47][CH3:48])=[CH:43][CH:42]=2)=[C:37]([OH:39])[CH:38]=1)(=[O:30])[CH3:29]. The catalyst is O1CCCC1. The product is [C:28]([O:31][CH2:32][C:33]1[CH:34]=[CH:35][C:36]([CH2:40][C:41]2[CH:42]=[CH:43][C:44]([O:47][CH:48]3[CH2:2][CH2:1]3)=[CH:45][CH:46]=2)=[C:37]([OH:39])[CH:38]=1)(=[O:30])[CH3:29]. The yield is 0.940.